Dataset: Full USPTO retrosynthesis dataset with 1.9M reactions from patents (1976-2016). Task: Predict the reactants needed to synthesize the given product. (1) Given the product [C:4]1([CH:2]([O:10][C:11]2[CH:12]=[C:13]([CH:16]=[CH:17][C:18]=2[O:19][CH2:20][CH2:21][C:22]2[CH:27]=[CH:26][CH:25]=[CH:24][CH:23]=2)[CH:14]=[O:15])[CH3:3])[CH:9]=[CH:8][CH:7]=[CH:6][CH:5]=1, predict the reactants needed to synthesize it. The reactants are: Br[CH:2]([C:4]1[CH:9]=[CH:8][CH:7]=[CH:6][CH:5]=1)[CH3:3].[OH:10][C:11]1[CH:12]=[C:13]([CH:16]=[CH:17][C:18]=1[O:19][CH2:20][CH2:21][C:22]1[CH:27]=[CH:26][CH:25]=[CH:24][CH:23]=1)[CH:14]=[O:15].C(=O)([O-])[O-].[Cs+].[Cs+]. (2) Given the product [CH2:1]([N:3]1[CH:7]([CH2:8][OH:9])[CH2:6][C:5]([CH3:30])([CH3:29])[C:4]1=[O:31])[CH3:2], predict the reactants needed to synthesize it. The reactants are: [CH2:1]([N:3]1[CH:7]([CH2:8][O:9]C(C2C=CC=CC=2)(C2C=CC=CC=2)C2C=CC=CC=2)[CH2:6][C:5]([CH3:30])([CH3:29])[C:4]1=[O:31])[CH3:2]. (3) Given the product [C:14]([O:16][CH2:2][C:3]1[CH:10]=[C:9]([Cl:11])[CH:8]=[C:7]([Cl:12])[C:4]=1[C:5]#[N:6])(=[O:15])[CH3:13], predict the reactants needed to synthesize it. The reactants are: Br[CH2:2][C:3]1[CH:10]=[C:9]([Cl:11])[CH:8]=[C:7]([Cl:12])[C:4]=1[C:5]#[N:6].[CH3:13][C:14]([O-:16])=[O:15].[Na+]. (4) Given the product [C:1]([O:5][C:6]([C:8]1([CH2:12][NH:13][S:14]([C:17]2[CH:25]=[CH:24][CH:23]=[C:19]([C:20]([N:64]3[CH2:65][CH2:66][C:61]4([NH:57]/[C:58](=[N:67]/[C:68]([C:70]5[C:75]([NH2:76])=[N:74][C:73]([NH2:77])=[C:72]([Cl:78])[N:71]=5)=[O:69])/[NH:59][CH2:60]4)[CH2:62][CH2:63]3)=[O:21])[CH:18]=2)(=[O:15])=[O:16])[CH2:9][CH2:10][CH2:11]1)=[O:7])([CH3:2])([CH3:4])[CH3:3], predict the reactants needed to synthesize it. The reactants are: [C:1]([O:5][C:6]([C:8]1([CH2:12][NH:13][S:14]([C:17]2[CH:18]=[C:19]([CH:23]=[CH:24][CH:25]=2)[C:20](O)=[O:21])(=[O:16])=[O:15])[CH2:11][CH2:10][CH2:9]1)=[O:7])([CH3:4])([CH3:3])[CH3:2].CN1CCOCC1.CN(C(ON1N=NC2C=CC=NC1=2)=[N+](C)C)C.F[P-](F)(F)(F)(F)F.[NH:57]1[C:61]2([CH2:66][CH2:65][NH:64][CH2:63][CH2:62]2)[CH2:60][NH:59]/[C:58]/1=[N:67]\[C:68]([C:70]1[C:75]([NH2:76])=[N:74][C:73]([NH2:77])=[C:72]([Cl:78])[N:71]=1)=[O:69]. (5) Given the product [CH3:14][O:13][N:12]([CH3:11])[C:7]([CH:4]1[CH2:3][CH2:2][O:1][CH2:6][CH2:5]1)=[O:9], predict the reactants needed to synthesize it. The reactants are: [O:1]1[CH2:6][CH2:5][CH:4]([C:7]([OH:9])=O)[CH2:3][CH2:2]1.Cl.[CH3:11][NH:12][O:13][CH3:14].CN1CCOCC1.Cl.CN(C)CCCN=C=NCC.